This data is from Experimentally validated miRNA-target interactions with 360,000+ pairs, plus equal number of negative samples. The task is: Binary Classification. Given a miRNA mature sequence and a target amino acid sequence, predict their likelihood of interaction. (1) The miRNA is hsa-miR-361-5p with sequence UUAUCAGAAUCUCCAGGGGUAC. The protein sequence of the target gene is MFSKKPHGDVKKSTQKVLDTKKDALTRLKHLRIVIENAESIDLKQFFDQHFSHIYYVFFENFVTIEASLKQKGHKSQREELDAILFIFEKILQLLPERIHQRWQFHSIGLILKKLLHTGNSLKIRREGVRLFLLWLQALQNNCSKEQLWMFSCLIPGFSAPQSEHGPRTLDNLINPPLNLQETQVTIEEITPLVPPQSGDKGQEDLTSYFLEALLKYIVIQVKSLEWKNKENQERGFSFLFSHFKKYYLPYIFPNICKENSLYHPILDIPQMRPKPHYVVIKKDAETNEAIYCTKEPFIK.... Result: 1 (interaction). (2) The miRNA is hsa-miR-4655-5p with sequence CACCGGGGAUGGCAGAGGGUCG. The protein sequence of the target gene is MWGASRGRVAGPTLLGLLLALSVRSGGASKASAGLVTCGSVLKLLNTHHKVRLHSHDIKYGSGSGQQSVTGVEESDDANSYWRIRGGSEGGCPRGLPVRCGQAVRLTHVLTGKNLHTHHFPSPLSNNQEVSAFGEDGEGDDLDLWTVRCSGQHWEREASVRFQHVGTSVFLSVTGEQYGNPIRGQHEVHGMPSANAHNTWKAMEGIFIKPGADLSTGHDEL. Result: 0 (no interaction). (3) The miRNA is hsa-miR-199a-5p with sequence CCCAGUGUUCAGACUACCUGUUC. The protein sequence of the target gene is MDLVAFEDVAVNFTQEEWSLLDPSQKNLYREVMQETLRNLASIGEKWKDQNIEDQYKNPRNNLRSLLGERVDENTEENHCGETSSQIPDDTLNKKTSPGVKSCESSVCGEVFVGHSSLNRHIRADTAHKPSEYQEYGQEPYKCQQRKKAFRCHPSFQMQEKAHTGEKLYDCKECGKTFISHSSIQRHMIMHNGDGTYKCKFCGKACPCLSIYLIHERVHTGEKPYKCKQCGKAFSYSTSLQIHERTHTGEKPYECKECGKAFGSPNSLYEHRRTHTGEKPYECKQCGKAFRWFHSFQIHE.... Result: 1 (interaction). (4) The miRNA is mmu-miR-679-5p with sequence GGACUGUGAGGUGACUCUUGGU. The protein sequence of the target gene is MSWLFPLAKSASSSAAGSPAGLTSLQQQKQRLIESLRNSHSSIAEIQKDVEYRLPFTVNNLTININILLPPQFPQEKPVISVYPPIRHHLMDSQGLYVTSPLVSNFTMHSDLGKIIQSLLDEFWKNPPVLAPTSTTFPYLYSNPGGMPPYPSQGFPFLPPYPPPEANRNITSLSVADTVSSSTTSYTAAKPVAPSFGILSSLPLPVPTTESSASVNQNGFGYKMPDIPDAFPELSELSVSQLTDMNEQEEVLLEQFLMLPQLKQIITDKEDLVKNIEELARKNLLLEHSLEGKRQTVLDK.... Result: 0 (no interaction).